Dataset: NCI-60 drug combinations with 297,098 pairs across 59 cell lines. Task: Regression. Given two drug SMILES strings and cell line genomic features, predict the synergy score measuring deviation from expected non-interaction effect. (1) Drug 1: C1=CC(=C2C(=C1NCCNCCO)C(=O)C3=C(C=CC(=C3C2=O)O)O)NCCNCCO. Drug 2: CC12CCC3C(C1CCC2OP(=O)(O)O)CCC4=C3C=CC(=C4)OC(=O)N(CCCl)CCCl.[Na+]. Cell line: OVCAR3. Synergy scores: CSS=9.27, Synergy_ZIP=-13.2, Synergy_Bliss=-11.5, Synergy_Loewe=-11.0, Synergy_HSA=-9.94. (2) Drug 2: C1CC(=O)NC(=O)C1N2C(=O)C3=CC=CC=C3C2=O. Synergy scores: CSS=-5.06, Synergy_ZIP=3.58, Synergy_Bliss=3.02, Synergy_Loewe=-3.11, Synergy_HSA=-2.55. Drug 1: CC1=CC=C(C=C1)C2=CC(=NN2C3=CC=C(C=C3)S(=O)(=O)N)C(F)(F)F. Cell line: NCI-H460. (3) Drug 1: CCCCC(=O)OCC(=O)C1(CC(C2=C(C1)C(=C3C(=C2O)C(=O)C4=C(C3=O)C=CC=C4OC)O)OC5CC(C(C(O5)C)O)NC(=O)C(F)(F)F)O. Drug 2: COC1=C2C(=CC3=C1OC=C3)C=CC(=O)O2. Cell line: SNB-19. Synergy scores: CSS=29.0, Synergy_ZIP=-1.68, Synergy_Bliss=-1.77, Synergy_Loewe=-23.4, Synergy_HSA=-2.64. (4) Drug 1: C1=NC2=C(N=C(N=C2N1C3C(C(C(O3)CO)O)F)Cl)N. Drug 2: C1=CC=C(C=C1)NC(=O)CCCCCCC(=O)NO. Cell line: SNB-75. Synergy scores: CSS=6.85, Synergy_ZIP=-5.54, Synergy_Bliss=-1.28, Synergy_Loewe=1.91, Synergy_HSA=1.97. (5) Drug 1: CCC1=C2CN3C(=CC4=C(C3=O)COC(=O)C4(CC)O)C2=NC5=C1C=C(C=C5)O. Drug 2: CN1C2=C(C=C(C=C2)N(CCCl)CCCl)N=C1CCCC(=O)O.Cl. Cell line: NCI-H322M. Synergy scores: CSS=1.06, Synergy_ZIP=0.192, Synergy_Bliss=0.799, Synergy_Loewe=1.48, Synergy_HSA=-0.750. (6) Drug 1: CC(C)(C#N)C1=CC(=CC(=C1)CN2C=NC=N2)C(C)(C)C#N. Drug 2: CN(C(=O)NC(C=O)C(C(C(CO)O)O)O)N=O. Cell line: NCI-H460. Synergy scores: CSS=-4.62, Synergy_ZIP=3.00, Synergy_Bliss=0.661, Synergy_Loewe=-1.92, Synergy_HSA=-3.51. (7) Drug 1: CC1=CC2C(CCC3(C2CCC3(C(=O)C)OC(=O)C)C)C4(C1=CC(=O)CC4)C. Drug 2: C1=NC2=C(N=C(N=C2N1C3C(C(C(O3)CO)O)O)F)N. Cell line: NCI-H226. Synergy scores: CSS=-6.88, Synergy_ZIP=10.1, Synergy_Bliss=2.05, Synergy_Loewe=-3.22, Synergy_HSA=-3.88. (8) Drug 1: CC12CCC(CC1=CCC3C2CCC4(C3CC=C4C5=CN=CC=C5)C)O. Cell line: DU-145. Synergy scores: CSS=49.4, Synergy_ZIP=-5.23, Synergy_Bliss=-9.69, Synergy_Loewe=-53.4, Synergy_HSA=-10.3. Drug 2: CC1=C(C(=O)C2=C(C1=O)N3CC4C(C3(C2COC(=O)N)OC)N4)N. (9) Drug 1: C1=NC2=C(N=C(N=C2N1C3C(C(C(O3)CO)O)F)Cl)N. Drug 2: N.N.Cl[Pt+2]Cl. Cell line: 786-0. Synergy scores: CSS=67.0, Synergy_ZIP=-2.19, Synergy_Bliss=-0.323, Synergy_Loewe=1.55, Synergy_HSA=1.61. (10) Drug 1: CCC1(CC2CC(C3=C(CCN(C2)C1)C4=CC=CC=C4N3)(C5=C(C=C6C(=C5)C78CCN9C7C(C=CC9)(C(C(C8N6C)(C(=O)OC)O)OC(=O)C)CC)OC)C(=O)OC)O.OS(=O)(=O)O. Drug 2: C1CN(CCN1C(=O)CCBr)C(=O)CCBr. Cell line: DU-145. Synergy scores: CSS=33.3, Synergy_ZIP=-0.820, Synergy_Bliss=1.41, Synergy_Loewe=2.85, Synergy_HSA=2.04.